Dataset: Full USPTO retrosynthesis dataset with 1.9M reactions from patents (1976-2016). Task: Predict the reactants needed to synthesize the given product. (1) Given the product [F:1][C:2]([F:30])([F:31])[C@H:3]1[CH2:8][CH2:7][C@H:6]([NH:9][C:10](=[O:29])[C:11]2[CH:16]=[C:15]([NH2:17])[C:14]([NH:20][CH3:21])=[CH:13][C:12]=2[NH:22][CH:23]2[CH2:24][C:25]([F:27])([F:28])[CH2:26]2)[CH2:5][CH2:4]1, predict the reactants needed to synthesize it. The reactants are: [F:1][C:2]([F:31])([F:30])[C@H:3]1[CH2:8][CH2:7][C@H:6]([NH:9][C:10](=[O:29])[C:11]2[CH:16]=[C:15]([N+:17]([O-])=O)[C:14]([NH:20][CH3:21])=[CH:13][C:12]=2[NH:22][CH:23]2[CH2:26][C:25]([F:28])([F:27])[CH2:24]2)[CH2:5][CH2:4]1. (2) Given the product [CH2:34]([O:33][C:31](=[O:32])[NH:30][C:28](=[O:29])[C:27]([C:25]#[N:26])=[N:36][NH:1][C:2]1[CH:3]=[C:4]([Cl:20])[C:5]([S:9][C:10]2[CH:11]=[C:12]([CH:17]([CH3:18])[CH3:19])[C:13](=[O:16])[NH:14][N:15]=2)=[C:6]([Cl:8])[CH:7]=1)[CH3:35], predict the reactants needed to synthesize it. The reactants are: [NH2:1][C:2]1[CH:7]=[C:6]([Cl:8])[C:5]([S:9][C:10]2[CH:11]=[C:12]([CH:17]([CH3:19])[CH3:18])[C:13](=[O:16])[NH:14][N:15]=2)=[C:4]([Cl:20])[CH:3]=1.N([O-])=O.[Na+].[C:25]([CH2:27][C:28]([NH:30][C:31]([O:33][CH2:34][CH3:35])=[O:32])=[O:29])#[N:26].[N:36]1C=CC=CC=1. (3) Given the product [C:12]([NH:11][S:10]([C:8]1[CH:9]=[C:4]([CH2:3][OH:2])[CH:5]=[C:6]([S:18]([NH:19][C:20]([CH3:23])([CH3:22])[CH3:21])(=[O:24])=[O:25])[CH:7]=1)(=[O:17])=[O:16])([CH3:15])([CH3:14])[CH3:13], predict the reactants needed to synthesize it. The reactants are: C[O:2][C:3](=O)[C:4]1[CH:9]=[C:8]([S:10](=[O:17])(=[O:16])[NH:11][C:12]([CH3:15])([CH3:14])[CH3:13])[CH:7]=[C:6]([S:18](=[O:25])(=[O:24])[NH:19][C:20]([CH3:23])([CH3:22])[CH3:21])[CH:5]=1.[Li+].[BH4-]. (4) Given the product [OH:1][C:2]1[CH:7]=[CH:6][C:5]([CH2:8][CH2:9][C:10]([NH2:15])=[O:12])=[CH:4][CH:3]=1, predict the reactants needed to synthesize it. The reactants are: [OH:1][C:2]1[CH:7]=[CH:6][C:5]([CH2:8][CH2:9][C:10]([O:12]C)=O)=[CH:4][CH:3]=1.Cl.[NH3:15]. (5) Given the product [Cl:14][C:11]1[CH:10]=[C:9]([C:15]#[N:16])[C:8]([C:6]2[CH:7]=[C:2]([B:18]3[O:22][C:21]([CH3:24])([CH3:23])[C:20]([CH3:26])([CH3:25])[O:19]3)[CH:3]=[CH:4][C:5]=2[F:17])=[CH:13][CH:12]=1, predict the reactants needed to synthesize it. The reactants are: Br[C:2]1[CH:3]=[CH:4][C:5]([F:17])=[C:6]([C:8]2[C:9]([C:15]#[N:16])=[CH:10][C:11]([Cl:14])=[CH:12][CH:13]=2)[CH:7]=1.[B:18]1([B:18]2[O:22][C:21]([CH3:24])([CH3:23])[C:20]([CH3:26])([CH3:25])[O:19]2)[O:22][C:21]([CH3:24])([CH3:23])[C:20]([CH3:26])([CH3:25])[O:19]1. (6) Given the product [CH3:1][C:2]1[CH:25]=[CH:24][C:23]([CH3:26])=[CH:22][C:3]=1[O:4][C:5]1[CH:14]=[C:13]2[C:8]([CH:9]=[C:10]([C:19]([O-:21])=[O:20])[C@H:11]([C:15]([F:17])([F:18])[F:16])[O:12]2)=[CH:7][CH:6]=1.[Na+:28], predict the reactants needed to synthesize it. The reactants are: [CH3:1][C:2]1[CH:25]=[CH:24][C:23]([CH3:26])=[CH:22][C:3]=1[O:4][C:5]1[CH:14]=[C:13]2[C:8]([CH:9]=[C:10]([C:19]([OH:21])=[O:20])[C@H:11]([C:15]([F:18])([F:17])[F:16])[O:12]2)=[CH:7][CH:6]=1.[OH-].[Na+:28].